Dataset: Full USPTO retrosynthesis dataset with 1.9M reactions from patents (1976-2016). Task: Predict the reactants needed to synthesize the given product. Given the product [CH:16]([N:19]1[C:23]([C:24]2[S:25][C:26]3[CH2:27][CH2:28][O:29][C:30]4[CH:37]=[C:36]([C:2]5[CH:3]=[CH:4][CH:5]=[CH:6][C:1]=5[S:7]([NH2:10])(=[O:9])=[O:8])[CH:35]=[CH:34][C:31]=4[C:32]=3[N:33]=2)=[N:22][C:21]([CH3:47])=[N:20]1)([CH3:18])[CH3:17], predict the reactants needed to synthesize it. The reactants are: [C:1]1([S:7]([NH2:10])(=[O:9])=[O:8])[CH:6]=[CH:5][CH:4]=[CH:3][CH:2]=1.C([O-])(=O)C.[K+].[CH:16]([N:19]1[C:23]([C:24]2[S:25][C:26]3[CH2:27][CH2:28][O:29][C:30]4[CH:37]=[C:36](B5OC(C)(C)C(C)(C)O5)[CH:35]=[CH:34][C:31]=4[C:32]=3[N:33]=2)=[N:22][C:21]([CH3:47])=[N:20]1)([CH3:18])[CH3:17].[NH4+].[Cl-].